From a dataset of Forward reaction prediction with 1.9M reactions from USPTO patents (1976-2016). Predict the product of the given reaction. (1) Given the reactants Br[C:2]1[CH:3]=[C:4]2[C:9](=[CH:10][CH:11]=1)[NH:8][C:7](=[O:12])[N:6]([CH:13]1[CH2:18][CH2:17][N:16]([C:19]([O:21][C:22]([CH3:25])([CH3:24])[CH3:23])=[O:20])[CH2:15][CH2:14]1)[CH2:5]2.[CH3:26][N:27]1[CH2:32][CH2:31][NH:30][CH2:29][CH2:28]1.CC(C)([O-])C.[Na+].C1(C)C=CC=CC=1P(C1C=CC=CC=1C)C1C=CC=CC=1C.[OH-].[Na+].[K+].[Br-], predict the reaction product. The product is: [CH3:23][C:22]([CH3:25])([O:21][C:19]([N:16]1[CH2:17][CH2:18][CH:13]([N:6]2[CH2:5][C:4]3[C:9](=[CH:10][CH:11]=[C:2]([N:30]4[CH2:31][CH2:32][N:27]([CH3:26])[CH2:28][CH2:29]4)[CH:3]=3)[NH:8][C:7]2=[O:12])[CH2:14][CH2:15]1)=[O:20])[CH3:24]. (2) Given the reactants F[C:2]1[CH:7]=[C:6]([F:8])[CH:5]=[CH:4][C:3]=1[C:9]1[CH:14]=[CH:13][CH:12]=[CH:11][C:10]=1[CH:15]([NH:17][C:18](=[O:27])[C:19]1[CH:24]=[CH:23][C:22]([O:25]C)=[CH:21][CH:20]=1)[CH3:16].COC1C=CC(C(Cl)=O)=CC=1.FC1C=C(F)C=CC=1C1C=CC=CC=1C(N)C.C(N(CC)CC)C, predict the reaction product. The product is: [F:8][C:6]1[CH:5]=[CH:4][C:3]2[C:9]3[C:10]([CH:15]([CH3:16])[N:17]([C:18]([C:19]4[CH:24]=[CH:23][C:22]([OH:25])=[CH:21][CH:20]=4)=[O:27])[C:2]=2[CH:7]=1)=[CH:11][CH:12]=[CH:13][CH:14]=3. (3) Given the reactants [CH3:1][C:2]([C:4]1[CH:9]=[CH:8][C:7]([Cl:10])=[CH:6][CH:5]=1)=O.II.[CH2:13]([SH:16])[CH2:14][SH:15], predict the reaction product. The product is: [Cl:10][C:7]1[CH:8]=[CH:9][C:4]([C:2]2([CH3:1])[S:16][CH2:13][CH2:14][S:15]2)=[CH:5][CH:6]=1.